This data is from CYP1A2 inhibition data for predicting drug metabolism from PubChem BioAssay. The task is: Regression/Classification. Given a drug SMILES string, predict its absorption, distribution, metabolism, or excretion properties. Task type varies by dataset: regression for continuous measurements (e.g., permeability, clearance, half-life) or binary classification for categorical outcomes (e.g., BBB penetration, CYP inhibition). Dataset: cyp1a2_veith. (1) The drug is COc1ccccc1CN1CCC2(CC1)CCN(C(=O)c1cccn1C)CC2. The result is 0 (non-inhibitor). (2) The drug is COc1[nH]c2ccc(F)cc2c1C(=O)OCC1CCN(CCNS(C)(=O)=O)CC1.NS(=O)(=O)O. The result is 0 (non-inhibitor). (3) The drug is c1ccc(CNc2nc(-c3ccc4c(c3)OCO4)nc3ccccc23)cc1. The result is 1 (inhibitor). (4) The molecule is CC(=O)Nc1ccc(S(=O)(=O)NC(CC(=O)NCCCN2CCOCC2)C(C)C)cc1. The result is 0 (non-inhibitor).